From a dataset of Catalyst prediction with 721,799 reactions and 888 catalyst types from USPTO. Predict which catalyst facilitates the given reaction. (1) The catalyst class is: 117. Reactant: Cl[C:2]1[C:11]2[C:6](=[CH:7][CH:8]=[N:9][CH:10]=2)[C:5](=[O:12])[N:4]([CH3:13])[CH:3]=1.[CH2:14]([S:16]([NH:19][C:20]1[CH:21]=[C:22](B(O)O)[CH:23]=[CH:24][CH:25]=1)(=[O:18])=[O:17])[CH3:15].[O-]P([O-])([O-])=O.[K+].[K+].[K+]. Product: [CH3:13][N:4]1[CH:3]=[C:2]([C:24]2[CH:25]=[C:20]([NH:19][S:16]([CH2:14][CH3:15])(=[O:17])=[O:18])[CH:21]=[CH:22][CH:23]=2)[C:11]2[C:6](=[CH:7][CH:8]=[N:9][CH:10]=2)[C:5]1=[O:12]. (2) Reactant: [CH3:1][C:2]1[CH:3]=[CH:4][C:5]2[N:6]([C:8]([CH2:18][NH:19][C:20](=[O:31])[C:21]3[CH:26]=[CH:25][C:24]([C:27]([F:30])([F:29])[F:28])=[CH:23][CH:22]=3)=[C:9]([C:11]3[CH:16]=[CH:15][C:14]([CH3:17])=[CH:13][CH:12]=3)[N:10]=2)[CH:7]=1.[H-].[Na+].[CH2:34](I)[CH3:35].[OH-].[Na+]. Product: [CH2:34]([N:19]([CH2:18][C:8]1[N:6]2[CH:7]=[C:2]([CH3:1])[CH:3]=[CH:4][C:5]2=[N:10][C:9]=1[C:11]1[CH:16]=[CH:15][C:14]([CH3:17])=[CH:13][CH:12]=1)[C:20](=[O:31])[C:21]1[CH:26]=[CH:25][C:24]([C:27]([F:28])([F:30])[F:29])=[CH:23][CH:22]=1)[CH3:35]. The catalyst class is: 3. (3) Reactant: [CH3:1][O:2][CH2:3][CH2:4][NH2:5].[NH2:6][C:7]1[C:8]([C:26]([NH:28][C:29]2[CH:30]=[N:31][CH:32]=[CH:33][CH:34]=2)=[O:27])=[N:9][C:10]([C:13]2[CH:18]=[CH:17][C:16]([CH2:19][CH2:20][NH:21][CH2:22][CH2:23][O:24][CH3:25])=[CH:15][CH:14]=2)=[CH:11][N:12]=1.[ClH:35]. Product: [NH2:6][C:7]1[C:8]([C:26]([NH:28][C:29]2[CH:30]=[N:31][CH:32]=[CH:33][CH:34]=2)=[O:27])=[N:9][C:10]([C:13]2[CH:14]=[CH:15][C:16]([CH2:19][CH2:20][NH:21][CH2:22][CH2:23][O:24][CH3:25])=[CH:17][CH:18]=2)=[CH:11][N:12]=1.[ClH:35].[ClH:35].[ClH:35].[NH2:6][C:7]1[C:8]([C:26]([NH:28][C:29]2[CH:30]=[N:31][CH:32]=[CH:33][CH:34]=2)=[O:27])=[N:9][C:10]([C:13]2[CH:14]=[CH:15][C:16]([CH2:19][CH2:20][NH:5][CH2:4][CH2:3][O:2][CH3:1])=[CH:17][CH:18]=2)=[CH:11][N:12]=1. The catalyst class is: 23. (4) Reactant: [C:1]([N:4]1[C:13]2[C:8](=[CH:9][C:10]([C:14]3[CH:23]=[CH:22][C:17]([C:18]([O:20]C)=[O:19])=[CH:16][C:15]=3[CH3:24])=[CH:11][CH:12]=2)[C@H:7]([NH:25][C:26]2[CH:27]=[N:28][CH:29]=[CH:30][CH:31]=2)[CH2:6][C@@H:5]1[CH3:32])(=[O:3])[CH3:2].[OH-].[Na+]. Product: [C:1]([N:4]1[C:13]2[C:8](=[CH:9][C:10]([C:14]3[CH:23]=[CH:22][C:17]([C:18]([OH:20])=[O:19])=[CH:16][C:15]=3[CH3:24])=[CH:11][CH:12]=2)[C@H:7]([NH:25][C:26]2[CH:27]=[N:28][CH:29]=[CH:30][CH:31]=2)[CH2:6][C@@H:5]1[CH3:32])(=[O:3])[CH3:2]. The catalyst class is: 8. (5) Reactant: [NH2:1][C:2]1[N:7]=[C:6]([OH:8])[CH:5]=[C:4]([NH2:9])[N:3]=1.C(O)(=O)C.[N:14]([O-])=[O:15].[Na+]. Product: [NH2:1][C:2]1[N:7]=[C:6]([OH:8])[C:5]([N:14]=[O:15])=[C:4]([NH2:9])[N:3]=1. The catalyst class is: 6.